Task: Predict the product of the given reaction.. Dataset: Forward reaction prediction with 1.9M reactions from USPTO patents (1976-2016) (1) Given the reactants [NH2:1][C:2]1[C:3]([F:30])=[CH:4][C:5]([Cl:29])=[C:6]([C:8]2[C:9](=[O:28])[N:10]([CH2:26][CH3:27])[C:11]3[C:16]([CH:17]=2)=[CH:15][N:14]=[C:13]([NH:18][CH:19]2[CH2:24][CH2:23][N:22]([CH3:25])[CH2:21][CH2:20]2)[CH:12]=3)[CH:7]=1.N1C=CC=CC=1.[C:37]1([N:43]=[C:44]=[O:45])[CH:42]=[CH:41][CH:40]=[CH:39][CH:38]=1, predict the reaction product. The product is: [Cl:29][C:5]1[C:6]([C:8]2[C:9](=[O:28])[N:10]([CH2:26][CH3:27])[C:11]3[C:16]([CH:17]=2)=[CH:15][N:14]=[C:13]([NH:18][CH:19]2[CH2:24][CH2:23][N:22]([CH3:25])[CH2:21][CH2:20]2)[CH:12]=3)=[CH:7][C:2]([NH:1][C:44]([NH:43][C:37]2[CH:42]=[CH:41][CH:40]=[CH:39][CH:38]=2)=[O:45])=[C:3]([F:30])[CH:4]=1. (2) Given the reactants Br[C:2]1[CH:7]=[CH:6][C:5]([S:8]([N:11]([CH3:13])[CH3:12])(=[O:10])=[O:9])=[CH:4][C:3]=1[F:14].B([C:18]1[CH:29]=[C:28]([Cl:30])[CH:27]=[CH:26][C:19]=1[O:20][C@@H:21]([CH3:25])[C:22]([OH:24])=[O:23])(O)O, predict the reaction product. The product is: [Cl:30][C:28]1[CH:29]=[CH:18][C:19]([O:20][C@@H:21]([CH3:25])[C:22]([OH:24])=[O:23])=[C:26]([C:2]2[CH:7]=[CH:6][C:5]([S:8]([N:11]([CH3:13])[CH3:12])(=[O:10])=[O:9])=[CH:4][C:3]=2[F:14])[CH:27]=1. (3) The product is: [ClH:8].[ClH:1].[Cl:8][C:9]1[CH:14]=[CH:13][C:12]([C@@H:15]([C@@H:35]2[CH2:36][CH2:37][C:38]([CH3:48])([CH3:47])[NH:39]2)[C:16]([N:18]2[CH2:23][CH2:22][N:21]([C:24]3[C:25]4[C@H:32]([CH3:33])[CH2:31][C@@H:30]([OH:34])[C:26]=4[N:27]=[CH:28][N:29]=3)[CH2:20][CH2:19]2)=[O:17])=[C:11]([F:49])[CH:10]=1. Given the reactants [ClH:1].O1CCOCC1.[Cl:8][C:9]1[CH:14]=[CH:13][C:12]([C@@H:15]([C@H:35]2[N:39](C(OC(C)(C)C)=O)[C:38]([CH3:48])([CH3:47])[CH2:37][CH2:36]2)[C:16]([N:18]2[CH2:23][CH2:22][N:21]([C:24]3[C:25]4[C@H:32]([CH3:33])[CH2:31][C@@H:30]([OH:34])[C:26]=4[N:27]=[CH:28][N:29]=3)[CH2:20][CH2:19]2)=[O:17])=[C:11]([F:49])[CH:10]=1, predict the reaction product. (4) Given the reactants [CH3:1][O:2][C:3]1[CH:8]=[CH:7][C:6]([CH:9]([CH2:13][CH2:14][OH:15])[CH2:10][CH2:11]O)=[CH:5][CH:4]=1, predict the reaction product. The product is: [CH3:1][O:2][C:3]1[CH:4]=[CH:5][C:6]([CH:9]2[CH2:10][CH2:11][O:15][CH2:14][CH2:13]2)=[CH:7][CH:8]=1.